This data is from Forward reaction prediction with 1.9M reactions from USPTO patents (1976-2016). The task is: Predict the product of the given reaction. (1) Given the reactants [C:1]([C:4]1[N:5]=[C:6]([CH2:39][CH3:40])[C:7]([NH:28][CH:29]2[CH2:34][CH2:33][CH:32]([C:35]([O:37]C)=[O:36])[CH2:31][CH2:30]2)=[N:8][C:9]=1[NH:10][C:11]1[CH:16]=[CH:15][C:14]([N:17]2[CH2:22][CH2:21][N:20]([CH3:23])[CH2:19][CH2:18]2)=[C:13]([C:24]([F:27])([F:26])[F:25])[CH:12]=1)(=[O:3])[NH2:2].C1COCC1.[OH-].[Na+].Cl, predict the reaction product. The product is: [C:1]([C:4]1[N:5]=[C:6]([CH2:39][CH3:40])[C:7]([NH:28][CH:29]2[CH2:34][CH2:33][CH:32]([C:35]([OH:37])=[O:36])[CH2:31][CH2:30]2)=[N:8][C:9]=1[NH:10][C:11]1[CH:16]=[CH:15][C:14]([N:17]2[CH2:18][CH2:19][N:20]([CH3:23])[CH2:21][CH2:22]2)=[C:13]([C:24]([F:25])([F:27])[F:26])[CH:12]=1)(=[O:3])[NH2:2]. (2) Given the reactants Cl[C:2]1[N:7]=[N:6][C:5]([N:8]2[CH2:13][CH2:12][C:11]3([CH2:18][CH2:17][N:16]([CH:19]4[CH2:22][CH2:21][CH2:20]4)[CH2:15][CH2:14]3)[CH2:10][CH2:9]2)=[CH:4][CH:3]=1.[CH3:23][O-:24].[Na+], predict the reaction product. The product is: [CH:19]1([N:16]2[CH2:17][CH2:18][C:11]3([CH2:12][CH2:13][N:8]([C:5]4[N:6]=[N:7][C:2]([O:24][CH3:23])=[CH:3][CH:4]=4)[CH2:9][CH2:10]3)[CH2:14][CH2:15]2)[CH2:22][CH2:21][CH2:20]1. (3) Given the reactants [NH2:1][C@H:2]1[C@@H:7]([NH:8][C:9]([C:11]2[NH:12][C:13]([CH2:17][CH3:18])=[C:14]([Cl:16])[N:15]=2)=[O:10])[CH2:6][CH2:5][N:4]([C:19]2[S:20][C:21]3[C:27]([C:28]([O:30][CH2:31][CH3:32])=[O:29])=[CH:26][CH:25]=[CH:24][C:22]=3[N:23]=2)[CH2:3]1.[C:33]1(=O)[CH2:37][CH2:36][CH2:35][CH2:34]1.C(O[BH-](OC(=O)C)OC(=O)C)(=O)C.[Na+], predict the reaction product. The product is: [Cl:16][C:14]1[N:15]=[C:11]([C:9]([NH:8][C@H:7]2[CH2:6][CH2:5][N:4]([C:19]3[S:20][C:21]4[C:27]([C:28]([O:30][CH2:31][CH3:32])=[O:29])=[CH:26][CH:25]=[CH:24][C:22]=4[N:23]=3)[CH2:3][C@H:2]2[NH:1][CH:33]2[CH2:37][CH2:36][CH2:35][CH2:34]2)=[O:10])[NH:12][C:13]=1[CH2:17][CH3:18]. (4) Given the reactants [NH2:1][C:2]1[C:7]([C:8]([C:10]2[CH:15]=[C:14]([F:16])[CH:13]=[CH:12][C:11]=2[O:17][CH3:18])=[O:9])=[CH:6][N:5]=[C:4]([NH:19][CH:20]2[CH2:25][CH2:24][N:23]([S:26]([CH2:29][CH2:30][CH2:31]Cl)(=[O:28])=[O:27])[CH2:22][CH2:21]2)[N:3]=1.[NH2:33][C:34]([CH3:38])([CH3:37])[CH2:35][OH:36], predict the reaction product. The product is: [NH2:1][C:2]1[C:7]([C:8]([C:10]2[CH:15]=[C:14]([F:16])[CH:13]=[CH:12][C:11]=2[O:17][CH3:18])=[O:9])=[CH:6][N:5]=[C:4]([NH:19][CH:20]2[CH2:25][CH2:24][N:23]([S:26]([CH2:29][CH2:30][CH2:31][NH:33][C:34]([CH3:38])([CH3:37])[CH2:35][OH:36])(=[O:28])=[O:27])[CH2:22][CH2:21]2)[N:3]=1. (5) Given the reactants FC(F)(F)S(O[CH2:7][C@H:8]([N:27]=[N+:28]=[N-:29])[CH2:9][O:10][CH2:11][CH2:12][CH2:13][CH2:14][CH2:15][CH2:16][CH2:17][CH2:18][CH2:19][CH2:20][CH2:21][CH2:22][CH2:23][CH2:24][CH2:25][CH3:26])(=O)=O.[CH:32]1[C:44]2[CH:43]([CH2:45][O:46][C:47]([NH:49][C@@H:50]([CH2:58][SH:59])[C:51]([O:53][C:54]([CH3:57])([CH3:56])[CH3:55])=[O:52])=[O:48])[C:42]3[C:37](=[CH:38][CH:39]=[CH:40][CH:41]=3)[C:36]=2[CH:35]=[CH:34][CH:33]=1.C([O-])([O-])=O.[K+].[K+], predict the reaction product. The product is: [N:27]([C@H:8]([CH2:9][O:10][CH2:11][CH2:12][CH2:13][CH2:14][CH2:15][CH2:16][CH2:17][CH2:18][CH2:19][CH2:20][CH2:21][CH2:22][CH2:23][CH2:24][CH2:25][CH3:26])[CH2:7][S:59][CH2:58][C@@H:50]([C:51]([O:53][C:54]([CH3:57])([CH3:56])[CH3:55])=[O:52])[NH:49][C:47](=[O:48])[O:46][CH2:45][CH:43]1[C:44]2[CH:32]=[CH:33][CH:34]=[CH:35][C:36]=2[C:37]2[C:42]1=[CH:41][CH:40]=[CH:39][CH:38]=2)=[N+:28]=[N-:29]. (6) Given the reactants [C:1]1([CH2:7][CH2:8][C:9]([OH:11])=O)[CH:6]=[CH:5][CH:4]=[CH:3][CH:2]=1.CN(C=O)C.[Cl:17][C:18]1[CH:19]=[C:20]([C:24]2[C:29]([NH2:30])=[C:28]([CH3:31])[N:27]=[C:26]([S:32][CH3:33])[N:25]=2)[CH:21]=[CH:22][CH:23]=1.N1C=CC=CC=1, predict the reaction product. The product is: [Cl:17][C:18]1[CH:19]=[C:20]([C:24]2[C:29]([NH:30][C:9](=[O:11])[CH2:8][CH2:7][C:1]3[CH:2]=[CH:3][CH:4]=[CH:5][CH:6]=3)=[C:28]([CH3:31])[N:27]=[C:26]([S:32][CH3:33])[N:25]=2)[CH:21]=[CH:22][CH:23]=1. (7) Given the reactants [OH:1][C:2]([C:4]([F:7])([F:6])[F:5])=[O:3].[F:8][C:9]1[CH:35]=[C:34]([F:36])[CH:33]=[CH:32][C:10]=1[O:11][CH:12]1[CH2:17][CH2:16][N:15]([C:18]2[N:23]=[C:22]3[CH2:24][NH:25][CH2:26][CH2:27][C:21]3=[N:20][C:19]=2[NH:28][CH:29]([CH3:31])[CH3:30])[CH2:14][CH2:13]1.C([O-])([O-])=O.[Cs+].[Cs+].FC(F)I, predict the reaction product. The product is: [F:8][C:9]1[CH:35]=[C:34]([F:36])[CH:33]=[CH:32][C:10]=1[O:11][CH:12]1[CH2:13][CH2:14][N:15]([C:18]2[N:23]=[C:22]3[CH2:24][N:25]([CH:2]=[O:1])[CH2:26][CH2:27][C:21]3=[N:20][C:19]=2[NH:28][CH:29]([CH3:31])[CH3:30])[CH2:16][CH2:17]1.[C:2]([OH:3])([C:4]([F:7])([F:6])[F:5])=[O:1].